Dataset: Forward reaction prediction with 1.9M reactions from USPTO patents (1976-2016). Task: Predict the product of the given reaction. (1) Given the reactants Cl[C:2]1[N:11]=[CH:10][C:9]2[C:4](=[CH:5][CH:6]=[C:7]([O:12]C)[CH:8]=2)[N:3]=1.[CH3:14][C:15]1[CH:16]=[C:17]([CH:22]=[CH:23][C:24]=1B1OC(C)(C)C(C)(C)O1)[C:18]([O:20]C)=[O:19], predict the reaction product. The product is: [OH:12][C:7]1[CH:8]=[C:9]2[C:4](=[CH:5][CH:6]=1)[N:3]=[C:2]([C:24]1[CH:23]=[CH:22][C:17]([C:18]([OH:20])=[O:19])=[CH:16][C:15]=1[CH3:14])[N:11]=[CH:10]2. (2) Given the reactants [NH2:1][C:2]1[C:11]2[N:12]=[CH:13][N:14]([CH2:15][CH:16]([CH3:18])[CH3:17])[C:10]=2[C:9]2[CH:8]=[C:7]([CH:19]=O)[CH:6]=[CH:5][C:4]=2[N:3]=1.[CH3:21][O:22][C:23]1[CH:24]=[C:25]([CH:28]=[CH:29][CH:30]=1)[CH2:26][NH2:27], predict the reaction product. The product is: [CH2:15]([N:14]1[C:10]2[C:9]3[CH:8]=[C:7]([CH2:19][NH:27][CH2:26][C:25]4[CH:28]=[CH:29][CH:30]=[C:23]([O:22][CH3:21])[CH:24]=4)[CH:6]=[CH:5][C:4]=3[N:3]=[C:2]([NH2:1])[C:11]=2[N:12]=[CH:13]1)[CH:16]([CH3:18])[CH3:17].